From a dataset of Catalyst prediction with 721,799 reactions and 888 catalyst types from USPTO. Predict which catalyst facilitates the given reaction. (1) Reactant: [CH:1]1[CH:2]=[CH:3][C:4]([C:7]2[O:17][C:16]3[CH:15]=[C:14]([OH:18])[CH:13]=[C:12]([OH:19])[C:11]=3[C:9](=[O:10])[C:8]=2[OH:20])=[CH:5][CH:6]=1.C(N(CC)CC)C.C1C=CC(N([S:35]([C:38]([F:41])([F:40])[F:39])(=[O:37])=[O:36])[S:35]([C:38]([F:41])([F:40])[F:39])(=[O:37])=[O:36])=CC=1. Product: [OH:20][C:8]1[C:9](=[O:10])[C:11]2[C:16](=[CH:15][C:14]([O:18][S:35]([C:38]([F:41])([F:40])[F:39])(=[O:37])=[O:36])=[CH:13][C:12]=2[OH:19])[O:17][C:7]=1[C:4]1[CH:5]=[CH:6][CH:1]=[CH:2][CH:3]=1. The catalyst class is: 2. (2) Reactant: [C:1]([O:5][C:6](=[O:37])[NH:7][C:8]1([C:12]2[CH:17]=[CH:16][C:15]([C:18]3[C:27](=[O:28])[C:26]4[C:21](=[C:22]([NH2:30])[C:23]([NH2:29])=[CH:24][CH:25]=4)[O:20][C:19]=3[C:31]3[CH:36]=[CH:35][CH:34]=[CH:33][CH:32]=3)=[CH:14][CH:13]=2)[CH2:11][CH2:10][CH2:9]1)([CH3:4])([CH3:3])[CH3:2].[CH3:38][C:39](C)(C)C([O-])([O-])[O-].II. Product: [C:1]([O:5][C:6](=[O:37])[NH:7][C:8]1([C:12]2[CH:13]=[CH:14][C:15]([C:18]3[C:27](=[O:28])[C:26]4[CH:25]=[CH:24][C:23]5[N:29]=[C:38]([CH3:39])[NH:30][C:22]=5[C:21]=4[O:20][C:19]=3[C:31]3[CH:32]=[CH:33][CH:34]=[CH:35][CH:36]=3)=[CH:16][CH:17]=2)[CH2:11][CH2:10][CH2:9]1)([CH3:4])([CH3:2])[CH3:3]. The catalyst class is: 23. (3) Reactant: [CH3:1][O:2][C:3]1[CH:4]=[C:5]2[C:9](=[CH:10][CH:11]=1)[NH:8][C:7]([C:12]([O:14][CH2:15][CH3:16])=[O:13])=[CH:6]2.[C:17](=O)([O-])[O-].[K+].[K+].S(OC)(OC)(=O)=O. Product: [CH3:1][O:2][C:3]1[CH:4]=[C:5]2[C:9](=[CH:10][CH:11]=1)[N:8]([CH3:17])[C:7]([C:12]([O:14][CH2:15][CH3:16])=[O:13])=[CH:6]2. The catalyst class is: 10. (4) Reactant: [Cl:1][C:2]1[CH:3]=[C:4]2[C:9](=[CH:10][CH:11]=1)[CH:8]=[C:7]([S:12]([CH2:15][CH2:16][C:17]([N:19]1[CH2:24][CH2:23][N:22]([CH2:25][C:26]3[N:27]([CH3:33])/[C:28](=[N:31]/[CH3:32])/[S:29][CH:30]=3)[CH2:21][CH:20]1[C:34]([O:36]C(C)(C)C)=[O:35])=[O:18])(=[O:14])=[O:13])[CH:6]=[CH:5]2. Product: [ClH:1].[ClH:1].[Cl:1][C:2]1[CH:3]=[C:4]2[C:9](=[CH:10][CH:11]=1)[CH:8]=[C:7]([S:12]([CH2:15][CH2:16][C:17]([N:19]1[CH2:24][CH2:23][N:22]([CH2:25][C:26]3[N:27]([CH3:33])/[C:28](=[N:31]/[CH3:32])/[S:29][CH:30]=3)[CH2:21][CH:20]1[C:34]([OH:36])=[O:35])=[O:18])(=[O:14])=[O:13])[CH:6]=[CH:5]2. The catalyst class is: 33. (5) Reactant: [Cl-].O[NH3+:3].[C:4](=[O:7])([O-])[OH:5].[Na+].CS(C)=O.[CH:13]1([CH2:16][O:17][C:18]2[CH:23]=[CH:22][C:21]([N:24]3[C:29](=[O:30])[C:28]([CH2:31][C:32]4[CH:37]=[CH:36][C:35]([C:38]5[C:39]([C:44]#[N:45])=[CH:40][CH:41]=[CH:42][CH:43]=5)=[CH:34][CH:33]=4)=[C:27]([CH2:46][CH2:47][CH3:48])[N:26]=[C:25]3[CH3:49])=[CH:20][C:19]=2[F:50])[CH2:15][CH2:14]1. Product: [CH:13]1([CH2:16][O:17][C:18]2[CH:23]=[CH:22][C:21]([N:24]3[C:29](=[O:30])[C:28]([CH2:31][C:32]4[CH:37]=[CH:36][C:35]([C:38]5[CH:43]=[CH:42][CH:41]=[CH:40][C:39]=5[C:44]5[NH:3][C:4](=[O:7])[O:5][N:45]=5)=[CH:34][CH:33]=4)=[C:27]([CH2:46][CH2:47][CH3:48])[N:26]=[C:25]3[CH3:49])=[CH:20][C:19]=2[F:50])[CH2:15][CH2:14]1. The catalyst class is: 69. (6) Reactant: [CH3:1][O:2][C:3]([NH:5][C@@H:6]([CH:10]([CH3:12])[CH3:11])[C:7]([OH:9])=[O:8])=[O:4].O[N:14]1[C:18](=[O:19])[CH2:17][CH2:16][C:15]1=[O:20].C(N=C=NC(C)C)(C)C. Product: [CH3:1][O:2][C:3]([NH:5][C@@H:6]([CH:10]([CH3:12])[CH3:11])[C:7]([O:9][N:14]1[C:18](=[O:19])[CH2:17][CH2:16][C:15]1=[O:20])=[O:8])=[O:4]. The catalyst class is: 13.